From a dataset of CYP2D6 inhibition data for predicting drug metabolism from PubChem BioAssay. Regression/Classification. Given a drug SMILES string, predict its absorption, distribution, metabolism, or excretion properties. Task type varies by dataset: regression for continuous measurements (e.g., permeability, clearance, half-life) or binary classification for categorical outcomes (e.g., BBB penetration, CYP inhibition). Dataset: cyp2d6_veith. (1) The molecule is Cc1nn(CC(=O)NCCN2CCOCC2)c(C)c1[N+](=O)[O-]. The result is 0 (non-inhibitor). (2) The compound is CCCCCCCCCCCCCCCCCCc1ccc(C(=O)/C=C\C(=O)O)cc1. The result is 0 (non-inhibitor). (3) The drug is COCCn1c(=O)c(CCc2ccccc2)nc2cnc(Nc3ccccc3)nc21. The result is 0 (non-inhibitor). (4) The compound is COc1ccc(Br)cc1C(=O)Nc1ccc(Cc2ccncc2)cc1. The result is 1 (inhibitor). (5) The molecule is CC(=O)N1CCC2(CCCN(c3ccc(-c4ccccc4)cc3)C2)CC1. The result is 0 (non-inhibitor). (6) The compound is CC(C)NC(=O)N1CCC2(CC1)CCN(C(=O)c1cccc(F)c1)CC2. The result is 0 (non-inhibitor). (7) The molecule is COCCn1c(=O)c(-c2cc(F)cc(F)c2)nc2cnc(N3CCNCC3)nc21. The result is 0 (non-inhibitor).